From a dataset of Reaction yield outcomes from USPTO patents with 853,638 reactions. Predict the reaction yield, written as a fraction of the theoretical maximum amount of product (1.0 means a 100% yield; for example, 0.34 means a 34% yield). The reactants are [Cl:1][C:2]1[C:3]([N:8]2[C:12](O)([C:13]([O:15][CH2:16][CH3:17])=[O:14])[CH2:11][C:10]([C:19]([F:22])([F:21])[F:20])=[N:9]2)=[N:4][CH:5]=[CH:6][CH:7]=1. The catalyst is S(=O)(=O)(O)O.C(O)(=O)C. The product is [Cl:1][C:2]1[C:3]([N:8]2[C:12]([C:13]([O:15][CH2:16][CH3:17])=[O:14])=[CH:11][C:10]([C:19]([F:22])([F:20])[F:21])=[N:9]2)=[N:4][CH:5]=[CH:6][CH:7]=1. The yield is 0.770.